From a dataset of Forward reaction prediction with 1.9M reactions from USPTO patents (1976-2016). Predict the product of the given reaction. (1) Given the reactants [CH:1]1([CH2:6][CH:7]([C:11]2[CH:16]=[CH:15][C:14]([O:17][CH3:18])=[CH:13][CH:12]=2)[C:8]([OH:10])=O)[CH2:5][CH2:4][CH2:3][CH2:2]1.C(Cl)(=O)C(Cl)=O.[NH2:25][C:26]1[S:27][CH:28]=[CH:29][N:30]=1.C(N(CC)C(C)C)(C)C, predict the reaction product. The product is: [CH:1]1([CH2:6][CH:7]([C:11]2[CH:16]=[CH:15][C:14]([O:17][CH3:18])=[CH:13][CH:12]=2)[C:8]([NH:25][C:26]2[S:27][CH:28]=[CH:29][N:30]=2)=[O:10])[CH2:2][CH2:3][CH2:4][CH2:5]1. (2) Given the reactants [CH3:1][C:2]1[N:6]([CH2:7][C:8]([N:10]2[CH2:15][CH2:14][CH:13]([C:16]3[CH:17]=[C:18]([CH:22]=[CH:23][CH:24]=3)[C:19](O)=[O:20])[CH2:12][CH2:11]2)=[O:9])[N:5]=[C:4]([C:25]([F:28])([F:27])[F:26])[CH:3]=1.C(N(C(C)C)CC)(C)C.C[NH3+].F[P-](F)(F)(F)(F)F.N1(OC(N(C)C)=[N+](C)C)C2N=CC=CC=2N=N1.F[P-](F)(F)(F)(F)F.[CH3:71][NH:72][C@@H:73]([C:75]1[CH:80]=[CH:79][CH:78]=[CH:77][CH:76]=1)[CH3:74], predict the reaction product. The product is: [CH3:71][N:72]([C@@H:73]([C:75]1[CH:80]=[CH:79][CH:78]=[CH:77][CH:76]=1)[CH3:74])[C:19](=[O:20])[C:18]1[CH:22]=[CH:23][CH:24]=[C:16]([CH:13]2[CH2:12][CH2:11][N:10]([C:8](=[O:9])[CH2:7][N:6]3[C:2]([CH3:1])=[CH:3][C:4]([C:25]([F:28])([F:27])[F:26])=[N:5]3)[CH2:15][CH2:14]2)[CH:17]=1.